This data is from Forward reaction prediction with 1.9M reactions from USPTO patents (1976-2016). The task is: Predict the product of the given reaction. Given the reactants I[C:2]1[CH:10]=[C:9]2[C:5]([C:6]([CH:19]=[CH:20][C:21]3[CH:26]=[CH:25][CH:24]=[CH:23][CH:22]=3)=[N:7][N:8]2[CH2:11][O:12][CH2:13][CH2:14][Si:15]([CH3:18])([CH3:17])[CH3:16])=[CH:4][CH:3]=1.[C:27]1(B(O)O)[CH:32]=[CH:31][CH:30]=[CH:29][CH:28]=1.C([O-])([O-])=O.[Na+].[Na+], predict the reaction product. The product is: [C:27]1([C:2]2[CH:10]=[C:9]3[C:5]([C:6]([CH:19]=[CH:20][C:21]4[CH:26]=[CH:25][CH:24]=[CH:23][CH:22]=4)=[N:7][N:8]3[CH2:11][O:12][CH2:13][CH2:14][Si:15]([CH3:18])([CH3:17])[CH3:16])=[CH:4][CH:3]=2)[CH:32]=[CH:31][CH:30]=[CH:29][CH:28]=1.